This data is from Full USPTO retrosynthesis dataset with 1.9M reactions from patents (1976-2016). The task is: Predict the reactants needed to synthesize the given product. (1) Given the product [Si:1]([O:18][CH:19]1[CH2:20][N:21]([C:23]2[S:24][CH:25]=[C:26]([CH2:28][N:34]3[C:30](=[O:36])[CH2:31][CH2:32][C:33]3=[O:35])[N:27]=2)[CH2:22]1)([C:14]([CH3:17])([CH3:16])[CH3:15])([C:2]1[CH:7]=[CH:6][CH:5]=[CH:4][CH:3]=1)[C:8]1[CH:13]=[CH:12][CH:11]=[CH:10][CH:9]=1, predict the reactants needed to synthesize it. The reactants are: [Si:1]([O:18][CH:19]1[CH2:22][N:21]([C:23]2[S:24][CH:25]=[C:26]([CH2:28]O)[N:27]=2)[CH2:20]1)([C:14]([CH3:17])([CH3:16])[CH3:15])([C:8]1[CH:13]=[CH:12][CH:11]=[CH:10][CH:9]=1)[C:2]1[CH:7]=[CH:6][CH:5]=[CH:4][CH:3]=1.[C:30]1(=[O:36])[NH:34][C:33](=[O:35])[CH2:32][CH2:31]1.C1(P(C2C=CC=CC=2)C2C=CC=CC=2)C=CC=CC=1.N(C(OCC)=O)=NC(OCC)=O.C1(C)C=CC=CC=1. (2) Given the product [C:1]([C:3]1[CH:4]=[C:5]2[C:6](=[CH:7][CH:8]=1)[CH:9]([C:11]1[CH:12]=[CH:13][C:14]([F:17])=[CH:15][CH:16]=1)[O:19][CH2:18]2)#[N:2], predict the reactants needed to synthesize it. The reactants are: [C:1]([C:3]1[CH:8]=[CH:7][C:6]([CH:9]([C:11]2[CH:16]=[CH:15][C:14]([F:17])=[CH:13][CH:12]=2)O)=[C:5]([CH2:18][OH:19])[CH:4]=1)#[N:2].C1(C)C=CC=CC=1.CO. (3) Given the product [OH:1][C:2]1([C:29]2[S:33][C:32]([N:38]3[CH2:42][CH2:41][CH2:40][CH2:39]3)=[N:31][CH:30]=2)[CH2:7][CH2:6][CH:5]([N:8]2[CH2:9][CH:10]([NH:12][C:13]([CH2:15][NH:16][C:17](=[O:28])[C:18]3[CH:23]=[CH:22][CH:21]=[C:20]([C:24]([F:25])([F:26])[F:27])[CH:19]=3)=[O:14])[CH2:11]2)[CH2:4][CH2:3]1, predict the reactants needed to synthesize it. The reactants are: [OH:1][C:2]1([C:29]2[S:33][C:32](S(C)(=O)=O)=[N:31][CH:30]=2)[CH2:7][CH2:6][CH:5]([N:8]2[CH2:11][CH:10]([NH:12][C:13]([CH2:15][NH:16][C:17](=[O:28])[C:18]3[CH:23]=[CH:22][CH:21]=[C:20]([C:24]([F:27])([F:26])[F:25])[CH:19]=3)=[O:14])[CH2:9]2)[CH2:4][CH2:3]1.[NH:38]1[CH2:42][CH2:41][CH2:40][CH2:39]1. (4) The reactants are: F[C:2]1[CH:7]=[CH:6][C:5]([N+:8]([O-:10])=[O:9])=[CH:4][C:3]=1[C:11]1[O:12][C:13]2[CH:19]=[CH:18][C:17]([C:20]3[CH:25]=[CH:24][CH:23]=[CH:22][CH:21]=3)=[CH:16][C:14]=2[N:15]=1.[CH2:26]([NH2:30])[CH2:27][CH2:28][CH3:29]. Given the product [N+:8]([C:5]1[CH:6]=[CH:7][C:2]([NH:30][CH2:26][CH2:27][CH2:28][CH3:29])=[C:3]([C:11]2[O:12][C:13]3[CH:19]=[CH:18][C:17]([C:20]4[CH:25]=[CH:24][CH:23]=[CH:22][CH:21]=4)=[CH:16][C:14]=3[N:15]=2)[CH:4]=1)([O-:10])=[O:9], predict the reactants needed to synthesize it. (5) Given the product [CH3:5][O:6][C:7]1[CH:8]=[C:9]2[C:14](=[CH:15][CH:16]=1)[CH:13]=[C:12]([C@H:17]([CH3:21])[C:18]([Cl:3])=[O:19])[CH:11]=[CH:10]2, predict the reactants needed to synthesize it. The reactants are: S(Cl)([Cl:3])=O.[CH3:5][O:6][C:7]1[CH:8]=[C:9]2[C:14](=[CH:15][CH:16]=1)[CH:13]=[C:12]([C@H:17]([CH3:21])[C:18](O)=[O:19])[CH:11]=[CH:10]2.CN(C=O)C. (6) The reactants are: [Cl:1][C:2]1[CH:7]=[CH:6][C:5]([C@@H:8]([CH:47]2[CH2:52][CH2:51][O:50][CH2:49][CH2:48]2)[C@H:9]([NH:42][C:43]([O:45][CH3:46])=[O:44])[C:10]([NH:12][C:13]2[CH:40]=[CH:39][CH:38]=[C:37]([F:41])[C:14]=2[CH2:15][CH2:16][C@@H:17]2[N:22]([S:23]([CH:26]3[CH2:28][CH2:27]3)(=[O:25])=[O:24])[C@@H:21]([CH3:29])[CH2:20][N:19](C(OC(C)(C)C)=O)[CH2:18]2)=[O:11])=[CH:4][CH:3]=1.FC(F)(F)C(O)=O. Given the product [Cl:1][C:2]1[CH:3]=[CH:4][C:5]([C@@H:8]([CH:47]2[CH2:48][CH2:49][O:50][CH2:51][CH2:52]2)[C@H:9]([NH:42][C:43](=[O:44])[O:45][CH3:46])[C:10]([NH:12][C:13]2[CH:40]=[CH:39][CH:38]=[C:37]([F:41])[C:14]=2[CH2:15][CH2:16][C@H:17]2[CH2:18][NH:19][CH2:20][C@H:21]([CH3:29])[N:22]2[S:23]([CH:26]2[CH2:27][CH2:28]2)(=[O:25])=[O:24])=[O:11])=[CH:6][CH:7]=1, predict the reactants needed to synthesize it. (7) Given the product [Cl:1][C:2]1[CH:32]=[CH:31][C:5]([O:6][C:7]2[CH:30]=[CH:29][C:10]([CH2:11][CH2:12][C:13]3[N:14]([CH3:37])[CH:15]=[C:16]([CH2:20][C:21]4[CH:26]=[N:25][C:24]([O:27][CH3:28])=[N:23][CH:22]=4)[C:17](=[O:19])[N:18]=3)=[CH:9][CH:8]=2)=[CH:4][C:3]=1[C:33]([F:34])([F:35])[F:36], predict the reactants needed to synthesize it. The reactants are: [Cl:1][C:2]1[CH:32]=[CH:31][C:5]([O:6][C:7]2[CH:30]=[CH:29][C:10]([CH2:11][CH2:12][C:13]3[NH:14][CH:15]=[C:16]([CH2:20][C:21]4[CH:22]=[N:23][C:24]([O:27][CH3:28])=[N:25][CH:26]=4)[C:17](=[O:19])[N:18]=3)=[CH:9][CH:8]=2)=[CH:4][C:3]=1[C:33]([F:36])([F:35])[F:34].[CH3:37]CN(C(C)C)C(C)C.CI. (8) Given the product [NH2:35][C:28]1[N:27]=[CH:26][C:25]2[C:30](=[CH:31][CH:32]=[C:23]([C:4]3[CH:5]=[C:6]([CH:10]=[CH:2][C:3]=3[CH3:40])[C:7]([NH:47][C:46]3[CH:48]=[CH:49][C:50]([F:52])=[CH:51][C:45]=3[F:44])=[O:9])[CH:24]=2)[N:29]=1, predict the reactants needed to synthesize it. The reactants are: F[C:2]1[C:3]([C:40](F)(F)F)=[C:4]([C:23]2[C:24](F)=[C:25]3[C:30](=[C:31](F)[C:32]=2F)[N:29]=[C:28]([N:35](F)F)[N:27]=[C:26]3F)[C:5](C2C(F)=C(F)C(F)=C(F)C=2F)=[C:6]([C:10]=1F)[C:7]([O-:9])=O.[F:44][C:45]1[CH:51]=[C:50]([F:52])[CH:49]=[CH:48][C:46]=1[NH2:47].